This data is from Forward reaction prediction with 1.9M reactions from USPTO patents (1976-2016). The task is: Predict the product of the given reaction. (1) The product is: [CH:1]1([C:5]2[O:10][C:9](=[O:11])[C:8]3[C:15](=[O:17])[C:14]4[CH:19]=[CH:20][CH:21]=[CH:22][C:13]=4[NH:12][C:7]=3[CH:6]=2)[CH2:2][CH2:3][CH2:4]1. Given the reactants [CH:1]1([C:5]2[O:10][C:9](=[O:11])[CH:8]=[C:7]([NH:12][C:13]3[CH:22]=[CH:21][CH:20]=[CH:19][C:14]=3[C:15]([O:17]C)=O)[CH:6]=2)[CH2:4][CH2:3][CH2:2]1, predict the reaction product. (2) The product is: [C:4]([O:3][C:1](=[O:2])[NH:8][C@H:9]([C:14](=[O:16])[NH:29][C:26]1[CH:25]=[CH:24][C:23]([O:22][CH2:21][C:20]2[CH:30]=[CH:31][CH:32]=[C:18]([F:17])[CH:19]=2)=[CH:28][CH:27]=1)[CH2:10][CH2:11][S:12][CH3:13])([CH3:5])([CH3:6])[CH3:7]. Given the reactants [C:1]([NH:8][C@H:9]([C:14]([OH:16])=O)[CH2:10][CH2:11][S:12][CH3:13])([O:3][C:4]([CH3:7])([CH3:6])[CH3:5])=[O:2].[F:17][C:18]1[CH:19]=[C:20]([CH:30]=[CH:31][CH:32]=1)[CH2:21][O:22][C:23]1[CH:28]=[CH:27][C:26]([NH2:29])=[CH:25][CH:24]=1.CN(C(ON1N=NC2C=CC=CC1=2)=[N+](C)C)C.F[P-](F)(F)(F)(F)F, predict the reaction product. (3) Given the reactants CON(C)[C:4]([C:6]1[CH:14]=[C:13]2[C:9]([C:10]([CH3:18])([CH3:17])[C:11](=[O:16])[N:12]2[CH3:15])=[CH:8][CH:7]=1)=[O:5].[CH3:20][Mg]Br, predict the reaction product. The product is: [C:4]([C:6]1[CH:14]=[C:13]2[C:9]([C:10]([CH3:17])([CH3:18])[C:11](=[O:16])[N:12]2[CH3:15])=[CH:8][CH:7]=1)(=[O:5])[CH3:20]. (4) The product is: [CH3:32][S:29]([O:1][CH2:2][CH2:3][C:4]1[CH:5]=[CH:6][CH:7]=[C:8]2[C:12]=1[NH:11][CH:10]=[C:9]2[C:13](=[O:21])[CH2:14][C:15]1[CH:20]=[CH:19][CH:18]=[CH:17][CH:16]=1)(=[O:31])=[O:30]. Given the reactants [OH:1][CH2:2][CH2:3][C:4]1[CH:5]=[CH:6][CH:7]=[C:8]2[C:12]=1[NH:11][CH:10]=[C:9]2[C:13](=[O:21])[CH2:14][C:15]1[CH:20]=[CH:19][CH:18]=[CH:17][CH:16]=1.C(N(CC)CC)C.[S:29](Cl)([CH3:32])(=[O:31])=[O:30].O, predict the reaction product. (5) Given the reactants [Cl:1][C:2]1[C:3]([OH:28])=[C:4]([CH:8]=[C:9]([C:11]2[CH:12]=[C:13]3[C:19]([C:20]4[CH:25]=[CH:24][CH:23]=[CH:22][C:21]=4[O:26][CH3:27])=[CH:18][NH:17][C:14]3=[N:15][CH:16]=2)[CH:10]=1)[C:5](O)=[O:6].F[P-](F)(F)(F)(F)F.N1(OC(N(C)C)=[N+](C)C)C2N=CC=CC=2N=N1.[CH3:53][N:54]([CH3:63])[CH2:55][CH2:56][N:57]1[CH2:62][CH2:61][NH:60][CH2:59][CH2:58]1.C(=O)(O)[O-].[Na+], predict the reaction product. The product is: [Cl:1][C:2]1[C:3]([OH:28])=[C:4]([C:5]([N:60]2[CH2:61][CH2:62][N:57]([CH2:56][CH2:55][N:54]([CH3:63])[CH3:53])[CH2:58][CH2:59]2)=[O:6])[CH:8]=[C:9]([C:11]2[CH:12]=[C:13]3[C:19]([C:20]4[CH:25]=[CH:24][CH:23]=[CH:22][C:21]=4[O:26][CH3:27])=[CH:18][NH:17][C:14]3=[N:15][CH:16]=2)[CH:10]=1. (6) Given the reactants [O:1]=[C:2]1[NH:6][C:5](=[O:7])[C:4](=[CH:8][C:9]2[CH:14]=[CH:13][C:12]([C:15]3[CH:16]=[C:17]([CH2:20][N:21]([CH3:30])[C:22](=[O:29])[C:23]4[CH:28]=[CH:27][CH:26]=[CH:25][CH:24]=4)[S:18][CH:19]=3)=[CH:11][CH:10]=2)[S:3]1, predict the reaction product. The product is: [O:1]=[C:2]1[NH:6][C:5](=[O:7])[CH:4]([CH2:8][C:9]2[CH:10]=[CH:11][C:12]([C:15]3[CH:16]=[C:17]([CH2:20][N:21]([CH3:30])[C:22](=[O:29])[C:23]4[CH:24]=[CH:25][CH:26]=[CH:27][CH:28]=4)[S:18][CH:19]=3)=[CH:13][CH:14]=2)[S:3]1. (7) Given the reactants [F:1][C:2]([F:12])([F:11])[C:3]1[CH:8]=[CH:7][C:6]([NH:9][NH2:10])=[CH:5][CH:4]=1.Cl.[C:14]([OH:18])(=[O:17])[CH:15]=O.C(OCC)(=O)C, predict the reaction product. The product is: [F:1][C:2]([F:11])([F:12])[C:3]1[CH:4]=[CH:5][C:6]([NH:9][N:10]=[CH:15][C:14]([OH:18])=[O:17])=[CH:7][CH:8]=1. (8) Given the reactants [F:1][C:2]1[CH:10]=[CH:9][C:5]([C:6](Cl)=[O:7])=[CH:4][CH:3]=1.[Br-].Cl, predict the reaction product. The product is: [F:1][C:2]1[CH:10]=[CH:9][C:5]([C:6](=[O:7])[CH2:4][CH2:3][CH2:2][CH2:10][CH3:9])=[CH:4][CH:3]=1. (9) Given the reactants [C:1]([O:5][C:6](=[O:31])[CH2:7][N:8]([C:17]1[CH:22]=[CH:21][CH:20]=[CH:19][C:18]=1[O:23][CH2:24][C:25]1[CH:30]=[CH:29][CH:28]=[CH:27][CH:26]=1)[CH2:9][C:10]([O:12][C:13]([CH3:16])([CH3:15])[CH3:14])=[O:11])([CH3:4])([CH3:3])[CH3:2].N1C=CC=CC=1.[Br:38]Br, predict the reaction product. The product is: [C:1]([O:5][C:6](=[O:31])[CH2:7][N:8]([C:17]1[CH:22]=[CH:21][C:20]([Br:38])=[CH:19][C:18]=1[O:23][CH2:24][C:25]1[CH:30]=[CH:29][CH:28]=[CH:27][CH:26]=1)[CH2:9][C:10]([O:12][C:13]([CH3:16])([CH3:15])[CH3:14])=[O:11])([CH3:2])([CH3:3])[CH3:4]. (10) Given the reactants [CH3:1][C:2]1([CH3:10])[CH2:9][C:7](=[O:8])[CH2:6][C:4](=O)[CH2:3]1.[C:11]1([C:17]2[S:21][C:20]([CH:22]=O)=[CH:19][CH:18]=2)[CH:16]=[CH:15][CH:14]=[CH:13][CH:12]=1.[CH2:24]([CH2:27][C:28](=O)[CH2:29][C:30]([O:32][CH2:33][CH3:34])=[O:31])[CH2:25]C.C([O-])(=O)C.[NH4+:40], predict the reaction product. The product is: [CH3:10][C:2]1([CH3:1])[CH2:3][C:4]2[NH:40][C:28]([CH2:27][CH2:24][CH3:25])=[C:29]([C:30]([O:32][CH2:33][CH3:34])=[O:31])[CH:22]([C:20]3[S:21][C:17]([C:11]4[CH:12]=[CH:13][CH:14]=[CH:15][CH:16]=4)=[CH:18][CH:19]=3)[C:6]=2[C:7](=[O:8])[CH2:9]1.